From a dataset of Full USPTO retrosynthesis dataset with 1.9M reactions from patents (1976-2016). Predict the reactants needed to synthesize the given product. Given the product [Br:3][C:4]1[N:5]=[C:6]([CH2:18][OH:19])[S:7][C:8]=1[C:9]1[CH:10]=[CH:11][C:12]([CH2:15][CH2:16][CH3:17])=[CH:13][CH:14]=1, predict the reactants needed to synthesize it. The reactants are: [BH4-].[Na+].[Br:3][C:4]1[N:5]=[C:6]([CH:18]=[O:19])[S:7][C:8]=1[C:9]1[CH:14]=[CH:13][C:12]([CH2:15][CH2:16][CH3:17])=[CH:11][CH:10]=1.